Dataset: Forward reaction prediction with 1.9M reactions from USPTO patents (1976-2016). Task: Predict the product of the given reaction. (1) Given the reactants [N+:1]([C:4]1[CH:5]=[C:6]([C:12]2[O:13][C:14]3[CH:20]=[CH:19][C:18](Br)=[CH:17][C:15]=3[N:16]=2)[CH:7]=[CH:8][C:9]=1[O:10][CH3:11])([O-:3])=[O:2].[S:22]1[C:26]2[CH:27]=[CH:28][CH:29]=[CH:30][C:25]=2[CH:24]=[C:23]1B(O)O, predict the reaction product. The product is: [N+:1]([C:4]1[CH:5]=[C:6]([C:12]2[O:13][C:14]3[CH:20]=[CH:19][C:18]([C:23]4[S:22][C:26]5[CH:27]=[CH:28][CH:29]=[CH:30][C:25]=5[CH:24]=4)=[CH:17][C:15]=3[N:16]=2)[CH:7]=[CH:8][C:9]=1[O:10][CH3:11])([O-:3])=[O:2]. (2) Given the reactants CO[C:3]1[CH:8]=[CH:7][CH:6]=[CH:5][C:4]=1OC.BrCC1C=C(OC)C(OC)=CC=1CBr.C=O.[Na].CC1C=C[C:32]([S:35](N)(=O)=O)=CC=1.[O-]CC.[Na+].C1(O)C=CC=CC=1.C(O)(=O)CC.[CH2:55]1C2C(CC=CC=2)[CH2:57][NH:56]1.FC(F)(F)C(O)=O.C1C2C(CC=CC=2)C[NH:72]1.S(Cl)(Cl)(=O)=O.C(Cl)(Cl)=S.C(N1C=CN=C1)(N1C=CN=C1)=S, predict the reaction product. The product is: [CH2:55]1[C:4]2[C:3](=[CH:8][CH:7]=[CH:6][CH:5]=2)[CH2:57][N:56]1[C:32](=[S:35])[NH2:72]. (3) Given the reactants [C:1]([O:5][C:6](=[O:31])[NH:7][CH:8]1[CH2:13][CH2:12][CH:11]([NH:14][C:15]2[C:16]3[N:17]([C:21]([C:24]4[CH:29]=[CH:28][CH:27]=[C:26](Br)[N:25]=4)=[CH:22][N:23]=3)[CH:18]=[CH:19][N:20]=2)[CH2:10][CH2:9]1)([CH3:4])([CH3:3])[CH3:2].[Cl:32][C:33]1[CH:40]=[CH:39][C:36]([CH2:37][NH2:38])=[CH:35][CH:34]=1.CN(C1C(C2C(P(C3CCCCC3)C3CCCCC3)=CC=CC=2)=CC=CC=1)C.CC([O-])(C)C.[Na+], predict the reaction product. The product is: [C:1]([O:5][C:6](=[O:31])[NH:7][CH:8]1[CH2:13][CH2:12][CH:11]([NH:14][C:15]2[C:16]3[N:17]([C:21]([C:24]4[CH:29]=[CH:28][CH:27]=[C:26]([NH:38][CH2:37][C:36]5[CH:39]=[CH:40][C:33]([Cl:32])=[CH:34][CH:35]=5)[N:25]=4)=[CH:22][N:23]=3)[CH:18]=[CH:19][N:20]=2)[CH2:10][CH2:9]1)([CH3:4])([CH3:3])[CH3:2].